From a dataset of Experimentally validated miRNA-target interactions with 360,000+ pairs, plus equal number of negative samples. Binary Classification. Given a miRNA mature sequence and a target amino acid sequence, predict their likelihood of interaction. The miRNA is hsa-miR-4717-5p with sequence UAGGCCACAGCCACCCAUGUGU. The protein sequence of the target gene is MAIKFLEVIKPFCVILPEIQKPERKIQFKEKVLWTAITLFIFLVCCQIPLFGIMSSDSADPFYWMRVILASNRGTLMELGISPIVTSGLIMQLLAGAKIIEVGDTPKDRALFNGAQKLFGMIITIGQSIVYVMTGMYGDPSEMGAGICLLITIQLFVAGLIVLLLDELLQKGYGLGSGISLFIATNICETIVWKAFSPTTVNTGRGMEFEGAIIALFHLLATRTDKVRALREAFYRQNLPNLMNLIATIFVFAVVIYFQGFRVDLPIKSARYRGQYNTYPIKLFYTSNIPIILQSALVSN.... Result: 0 (no interaction).